From a dataset of Full USPTO retrosynthesis dataset with 1.9M reactions from patents (1976-2016). Predict the reactants needed to synthesize the given product. (1) Given the product [Br:1][C:2]1[N:7]2[N:8]=[C:9]([CH2:14][CH3:15])[C:10]([NH2:11])=[C:6]2[CH:5]=[CH:4][CH:3]=1, predict the reactants needed to synthesize it. The reactants are: [Br:1][C:2]1[N:7]2[N:8]=[C:9]([CH2:14][CH3:15])[C:10]([N+:11]([O-])=O)=[C:6]2[CH:5]=[CH:4][CH:3]=1.C(O)C.O. (2) Given the product [CH2:17]([O:19][C:20]([CH2:21][C:22]1[CH:27]=[CH:26][C:25]([C:2]2[N:7]=[CH:6][C:5]([C:8]3[O:12][N:11]=[C:10]([CH3:13])[C:9]=3[C:14]([OH:16])=[O:15])=[CH:4][CH:3]=2)=[CH:24][CH:23]=1)=[O:37])[CH3:18], predict the reactants needed to synthesize it. The reactants are: Cl[C:2]1[N:7]=[CH:6][C:5]([C:8]2[O:12][N:11]=[C:10]([CH3:13])[C:9]=2[C:14]([OH:16])=[O:15])=[CH:4][CH:3]=1.[CH2:17]([O:19][C:20](=[O:37])[CH2:21][C:22]1[CH:27]=[CH:26][C:25](B2OC(C)(C)C(C)(C)O2)=[CH:24][CH:23]=1)[CH3:18]. (3) Given the product [Cl:13][C:4]1[C:5]([O:8][CH2:9][CH:10]2[CH2:12][CH2:11]2)=[N:6][CH:7]=[C:2]([CH:3]=1)[C:21]([O:27][CH3:26])=[O:22], predict the reactants needed to synthesize it. The reactants are: Br[C:2]1[CH:3]=[C:4]([Cl:13])[C:5]([O:8][CH2:9][CH:10]2[CH2:12][CH2:11]2)=[N:6][CH:7]=1.C(N(CC)CC)C.[CH3:21][OH:22].CN([CH:26]=[O:27])C.